Dataset: Reaction yield outcomes from USPTO patents with 853,638 reactions. Task: Predict the reaction yield, written as a fraction of the theoretical maximum amount of product (1.0 means a 100% yield; for example, 0.34 means a 34% yield). (1) The reactants are Cl[C:2]1([C:12]2[CH:17]=[CH:16][C:15]([Cl:18])=[CH:14][CH:13]=2)[C:10]2[C:5](=[CH:6][CH:7]=[CH:8][CH:9]=2)[C:4](=[O:11])[O:3]1.[Cl:19][C:20]1[CH:27]=[CH:26][C:23]([CH2:24][NH2:25])=[CH:22][CH:21]=1.C(N(CC)CC)C. No catalyst specified. The product is [Cl:19][C:20]1[CH:27]=[CH:26][C:23]([CH2:24][N:25]2[C:2]([C:12]3[CH:17]=[CH:16][C:15]([Cl:18])=[CH:14][CH:13]=3)([OH:3])[C:10]3[C:5](=[CH:6][CH:7]=[CH:8][CH:9]=3)[C:4]2=[O:11])=[CH:22][CH:21]=1. The yield is 0.430. (2) The reactants are [C:1]([C:5]1[CH:10]=[CH:9][C:8]([OH:11])=[C:7]([Cl:12])[CH:6]=1)([CH3:4])([CH3:3])[CH3:2].CCN(CC)CC.Cl[C:21]([O:23][CH3:24])=[O:22]. The catalyst is ClCCl.CN(C1C=CN=CC=1)C. The product is [C:21](=[O:22])([O:23][CH3:24])[O:11][C:8]1[CH:9]=[CH:10][C:5]([C:1]([CH3:4])([CH3:2])[CH3:3])=[CH:6][C:7]=1[Cl:12]. The yield is 0.920. (3) The reactants are [CH3:1][O:2][C:3]1[CH:4]=[C:5]([C:9]2[C:17]3[O:16][CH:15]([CH2:18][NH:19]C(=O)OCC4C=CC=CC=4)[CH2:14][C:13]=3[CH:12]=[CH:11][CH:10]=2)[CH:6]=[CH:7][CH:8]=1. The catalyst is [Pd]. The product is [CH3:1][O:2][C:3]1[CH:4]=[C:5]([C:9]2[C:17]3[O:16][CH:15]([CH2:18][NH2:19])[CH2:14][C:13]=3[CH:12]=[CH:11][CH:10]=2)[CH:6]=[CH:7][CH:8]=1. The yield is 0.620.